Task: Predict which catalyst facilitates the given reaction.. Dataset: Catalyst prediction with 721,799 reactions and 888 catalyst types from USPTO (1) Reactant: [Cl:1][C:2]1[N:6]2[CH:7]=[C:8]([C:15]3[CH:19]=[CH:18][N:17]([C:20]([O:22][C:23]([CH3:26])([CH3:25])[CH3:24])=[O:21])[CH:16]=3)[CH:9]=[C:10]([C:11]([F:14])([F:13])[F:12])[C:5]2=[N:4][C:3]=1[C:27](O)=[O:28].Cl.[NH:31]1[CH2:36][CH2:35][CH:34]([N:37]2[CH2:41][CH2:40][O:39][C:38]2=[O:42])[CH2:33][CH2:32]1.CCN(C(C)C)C(C)C.CN(C(ON1N=NC2C=CC=NC1=2)=[N+](C)C)C.F[P-](F)(F)(F)(F)F. Product: [Cl:1][C:2]1[N:6]2[CH:7]=[C:8]([C:15]3[CH:19]=[CH:18][N:17]([C:20]([O:22][C:23]([CH3:24])([CH3:26])[CH3:25])=[O:21])[CH:16]=3)[CH:9]=[C:10]([C:11]([F:14])([F:12])[F:13])[C:5]2=[N:4][C:3]=1[C:27]([N:31]1[CH2:32][CH2:33][CH:34]([N:37]2[CH2:41][CH2:40][O:39][C:38]2=[O:42])[CH2:35][CH2:36]1)=[O:28]. The catalyst class is: 31. (2) Reactant: [H-].[Na+].CO[C:5]([C:7]1[CH:12]=[CH:11][CH:10]=[C:9]([Cl:13])[N:8]=1)=[O:6].[C:14](#[N:16])[CH3:15].C(Cl)Cl.CO. Product: [Cl:13][C:9]1[N:8]=[C:7]([C:5](=[O:6])[CH2:15][C:14]#[N:16])[CH:12]=[CH:11][CH:10]=1. The catalyst class is: 11. (3) Reactant: [C:1]([O:5][C:6]([NH:8][CH:9]([C:19]([O:21][CH3:22])=[O:20])[C:10]1[CH:18]=[CH:17][C:13]([C:14]([OH:16])=O)=[CH:12][CH:11]=1)=[O:7])([CH3:4])([CH3:3])[CH3:2].C(N(C(C)C)CC)(C)C.C1C=CC2N(O)N=NC=2C=1.CN(C(ON1N=NC2C=CC=CC1=2)=[N+](C)C)C.[B-](F)(F)(F)F.[NH2:64][C:65]1[CH:70]=[CH:69][N:68]=[CH:67][CH:66]=1. Product: [CH3:22][O:21][C:19](=[O:20])[CH:9]([NH:8][C:6]([O:5][C:1]([CH3:2])([CH3:3])[CH3:4])=[O:7])[C:10]1[CH:11]=[CH:12][C:13]([C:14](=[O:16])[NH:64][C:65]2[CH:70]=[CH:69][N:68]=[CH:67][CH:66]=2)=[CH:17][CH:18]=1. The catalyst class is: 3. (4) Reactant: F[B-](F)(F)F.N1(OC(N(C)C)=[N+](C)C)C2C=CC=CC=2N=N1.C(N(C(C)C)C(C)C)C.[N:32]1([C:37]2[N:42]=[CH:41][C:40]([C:43]([OH:45])=O)=[CH:39][N:38]=2)[CH:36]=[CH:35][N:34]=[CH:33]1.[CH:46]1([NH:49][CH:50]2[CH2:55][CH2:54][N:53]([C:56]3[O:60][N:59]=[C:58]([C:61]4[CH:66]=[CH:65][CH:64]=[CH:63][CH:62]=4)[N:57]=3)[CH2:52][CH2:51]2)[CH2:48][CH2:47]1. Product: [CH:46]1([N:49]([CH:50]2[CH2:51][CH2:52][N:53]([C:56]3[O:60][N:59]=[C:58]([C:61]4[CH:66]=[CH:65][CH:64]=[CH:63][CH:62]=4)[N:57]=3)[CH2:54][CH2:55]2)[C:43]([C:40]2[CH:41]=[N:42][C:37]([N:32]3[CH:36]=[CH:35][N:34]=[CH:33]3)=[N:38][CH:39]=2)=[O:45])[CH2:48][CH2:47]1. The catalyst class is: 9.